This data is from Reaction yield outcomes from USPTO patents with 853,638 reactions. The task is: Predict the reaction yield, written as a fraction of the theoretical maximum amount of product (1.0 means a 100% yield; for example, 0.34 means a 34% yield). (1) The reactants are [NH2:1][C:2]1[N:11]=[CH:10][C:9]2[C:8](SC)=[N:7][CH:6]=[N:5][C:4]=2[CH:3]=1.[CH3:14][N:15]([CH3:24])[C:16]1[CH:17]=[C:18]([CH:21]=[CH:22][CH:23]=1)[CH2:19][NH2:20]. The catalyst is C(O)(C)C. The product is [NH2:1][C:2]1[N:11]=[CH:10][C:9]2[C:8]([NH:20][CH2:19][C:18]3[CH:21]=[CH:22][CH:23]=[C:16]([N:15]([CH3:24])[CH3:14])[CH:17]=3)=[N:7][CH:6]=[N:5][C:4]=2[CH:3]=1. The yield is 0.400. (2) The reactants are [CH:1]1([CH2:4][O:5][C:6]2[CH:7]=[CH:8][C:9]([C@H:12]([NH:14][S@@](C(C)(C)C)=O)[CH3:13])=[N:10][CH:11]=2)[CH2:3][CH2:2]1.[ClH:21].CO. No catalyst specified. The product is [ClH:21].[ClH:21].[CH:1]1([CH2:4][O:5][C:6]2[CH:7]=[CH:8][C:9]([C@H:12]([NH2:14])[CH3:13])=[N:10][CH:11]=2)[CH2:2][CH2:3]1. The yield is 0.490.